From a dataset of Forward reaction prediction with 1.9M reactions from USPTO patents (1976-2016). Predict the product of the given reaction. (1) The product is: [F:13][C:10]1([F:12])[CH2:9][N:8]([C:14]([O:16][C:17]([CH3:18])([CH3:19])[CH3:20])=[O:15])[C@H:7]([CH2:6][CH2:5][CH2:4][OH:3])[CH2:11]1. Given the reactants C([O:3][C:4](=O)[CH2:5][CH2:6][C@@H:7]1[CH2:11][C:10]([F:13])([F:12])[CH2:9][N:8]1[C:14]([O:16][C:17]([CH3:20])([CH3:19])[CH3:18])=[O:15])C.[H-].[H-].[H-].[H-].[Li+].[Al+3].OS([O-])(=O)=O.[Na+], predict the reaction product. (2) The product is: [Si:29]([O:36][C@H:37]1[C@H:44]2[C@H:40]([O:41][C:42]([CH3:46])([CH3:45])[O:43]2)[O:39][CH:38]1[CH:47]([C:2]1[CH:3]=[CH:4][C:5]([Cl:23])=[C:6]([CH2:7][C:8]2[CH:21]=[CH:20][C:11]([O:12][Si:13]([C:16]([CH3:19])([CH3:18])[CH3:17])([CH3:15])[CH3:14])=[CH:10][CH:9]=2)[CH:22]=1)[OH:48])([C:32]([CH3:35])([CH3:34])[CH3:33])([CH3:30])[CH3:31]. Given the reactants Br[C:2]1[CH:3]=[CH:4][C:5]([Cl:23])=[C:6]([CH:22]=1)[CH2:7][C:8]1[CH:21]=[CH:20][C:11]([O:12][Si:13]([C:16]([CH3:19])([CH3:18])[CH3:17])([CH3:15])[CH3:14])=[CH:10][CH:9]=1.[Li]CCCC.[Si:29]([O:36][C@H:37]1[C@H:44]2[C@H:40]([O:41][C:42]([CH3:46])([CH3:45])[O:43]2)[O:39][C@H:38]1[CH:47]=[O:48])([C:32]([CH3:35])([CH3:34])[CH3:33])([CH3:31])[CH3:30], predict the reaction product. (3) Given the reactants [NH2:1][C:2]1[CH:3]=[C:4]([C:8]2[CH:13]=[C:12]([C:14]3[CH:19]=[CH:18][CH:17]=[CH:16][C:15]=3[OH:20])[N:11]=[C:10]([NH:21][C:22](=[O:29])[C:23]3[CH:28]=[CH:27][CH:26]=[CH:25][CH:24]=3)[C:9]=2[C:30]#[N:31])[CH:5]=[CH:6][CH:7]=1.[C:32]([NH:39][CH2:40][CH2:41][C:42](O)=[O:43])([O:34][C:35]([CH3:38])([CH3:37])[CH3:36])=[O:33], predict the reaction product. The product is: [C:35]([O:34][C:32](=[O:33])[NH:39][CH2:40][CH2:41][C:42]([NH:1][C:2]1[CH:7]=[CH:6][CH:5]=[C:4]([C:8]2[CH:13]=[C:12]([C:14]3[CH:19]=[CH:18][CH:17]=[CH:16][C:15]=3[OH:20])[N:11]=[C:10]([NH:21][C:22](=[O:29])[C:23]3[CH:24]=[CH:25][CH:26]=[CH:27][CH:28]=3)[C:9]=2[C:30]#[N:31])[CH:3]=1)=[O:43])([CH3:38])([CH3:36])[CH3:37]. (4) Given the reactants [Cl:1][C:2]1[CH:7]=[CH:6][CH:5]=[C:4]([NH2:8])[C:3]=1[NH:9][C:10]1[CH:15]=[CH:14][CH:13]=[CH:12][CH:11]=1.[C:16]([O:20][C:21]([NH:23][C@@H:24]([CH3:28])[C:25](O)=O)=[O:22])([CH3:19])([CH3:18])[CH3:17].C1C=NC2N(O)N=NC=2C=1.Cl.CN(C)CCCN=C=NCC.CN1CCOCC1, predict the reaction product. The product is: [C:16]([O:20][C:21](=[O:22])[NH:23][C@H:24]([C:25]1[N:9]([C:10]2[CH:11]=[CH:12][CH:13]=[CH:14][CH:15]=2)[C:3]2[C:2]([Cl:1])=[CH:7][CH:6]=[CH:5][C:4]=2[N:8]=1)[CH3:28])([CH3:19])([CH3:18])[CH3:17]. (5) Given the reactants [C:1](OC(=O)C)(=[O:3])[CH3:2].[NH2:8][C:9]1[N:13]([CH2:14][C:15]([O:17][CH2:18][CH3:19])=[O:16])[N:12]=[C:11]([C:20]2[CH:25]=[CH:24][CH:23]=[CH:22][CH:21]=2)[CH:10]=1, predict the reaction product. The product is: [C:1]([NH:8][C:9]1[N:13]([CH2:14][C:15]([O:17][CH2:18][CH3:19])=[O:16])[N:12]=[C:11]([C:20]2[CH:25]=[CH:24][CH:23]=[CH:22][CH:21]=2)[CH:10]=1)(=[O:3])[CH3:2]. (6) The product is: [CH2:19]([N:11]([CH2:9][CH3:10])[C:12]1[S:16][C:15]([CH:17]=[N:1][C:2]2[S:3][CH:4]=[CH:5][C:6]=2[C:7]#[N:8])=[CH:14][CH:13]=1)[CH3:20]. Given the reactants [NH2:1][C:2]1[S:3][CH:4]=[CH:5][C:6]=1[C:7]#[N:8].[CH2:9]([N:11]([CH2:19][CH3:20])[C:12]1[S:16][C:15]([CH:17]=O)=[CH:14][CH:13]=1)[CH3:10].C(O)(C(F)(F)F)=O, predict the reaction product.